From a dataset of Forward reaction prediction with 1.9M reactions from USPTO patents (1976-2016). Predict the product of the given reaction. Given the reactants [OH:1][C:2]1[C:3](=[O:22])[N:4]([CH3:21])[C:5]([C:8]2[CH:13]=[CH:12][C:11]([O:14][C:15]3[CH:20]=[CH:19][CH:18]=[CH:17][CH:16]=3)=[CH:10][CH:9]=2)=[N:6][CH:7]=1.[Cl:23]N1C(=O)CCC1=O, predict the reaction product. The product is: [Cl:23][C:7]1[N:6]=[C:5]([C:8]2[CH:9]=[CH:10][C:11]([O:14][C:15]3[CH:20]=[CH:19][CH:18]=[CH:17][CH:16]=3)=[CH:12][CH:13]=2)[N:4]([CH3:21])[C:3](=[O:22])[C:2]=1[OH:1].